This data is from NCI-60 drug combinations with 297,098 pairs across 59 cell lines. The task is: Regression. Given two drug SMILES strings and cell line genomic features, predict the synergy score measuring deviation from expected non-interaction effect. (1) Drug 1: C1=CC(=C2C(=C1NCCNCCO)C(=O)C3=C(C=CC(=C3C2=O)O)O)NCCNCCO. Drug 2: CC1=C(C(CCC1)(C)C)C=CC(=CC=CC(=CC(=O)O)C)C. Cell line: UACC62. Synergy scores: CSS=35.8, Synergy_ZIP=-6.35, Synergy_Bliss=-2.83, Synergy_Loewe=-8.59, Synergy_HSA=1.41. (2) Drug 1: CC1OCC2C(O1)C(C(C(O2)OC3C4COC(=O)C4C(C5=CC6=C(C=C35)OCO6)C7=CC(=C(C(=C7)OC)O)OC)O)O. Drug 2: CN(CCCl)CCCl.Cl. Cell line: COLO 205. Synergy scores: CSS=66.5, Synergy_ZIP=-1.73, Synergy_Bliss=0.649, Synergy_Loewe=-0.157, Synergy_HSA=2.39. (3) Drug 1: C1CC(C1)(C(=O)O)C(=O)O.[NH2-].[NH2-].[Pt+2]. Drug 2: CC1C(C(CC(O1)OC2CC(CC3=C2C(=C4C(=C3O)C(=O)C5=C(C4=O)C(=CC=C5)OC)O)(C(=O)CO)O)N)O.Cl. Cell line: HS 578T. Synergy scores: CSS=28.3, Synergy_ZIP=-3.28, Synergy_Bliss=-0.749, Synergy_Loewe=-20.4, Synergy_HSA=0.322. (4) Drug 1: CCCCC(=O)OCC(=O)C1(CC(C2=C(C1)C(=C3C(=C2O)C(=O)C4=C(C3=O)C=CC=C4OC)O)OC5CC(C(C(O5)C)O)NC(=O)C(F)(F)F)O. Drug 2: C1CCC(C(C1)N)N.C(=O)(C(=O)[O-])[O-].[Pt+4]. Cell line: SW-620. Synergy scores: CSS=44.0, Synergy_ZIP=-11.3, Synergy_Bliss=-13.9, Synergy_Loewe=-6.96, Synergy_HSA=-5.21.